From a dataset of Retrosynthesis with 50K atom-mapped reactions and 10 reaction types from USPTO. Predict the reactants needed to synthesize the given product. Given the product Cc1cc(O)cc2sccc12, predict the reactants needed to synthesize it. The reactants are: COc1cc(C)c2ccsc2c1.